Dataset: Reaction yield outcomes from USPTO patents with 853,638 reactions. Task: Predict the reaction yield, written as a fraction of the theoretical maximum amount of product (1.0 means a 100% yield; for example, 0.34 means a 34% yield). The reactants are Cl.[Cl:2][C:3]1[CH:4]=[C:5]([CH:11]=[CH:12][CH:13]=1)[C:6](=[NH:10])OCC.[NH3:14]. The catalyst is CO. The product is [Cl:2][C:3]1[CH:4]=[C:5]([CH:11]=[CH:12][CH:13]=1)[C:6](=[NH:10])[NH2:14]. The yield is 0.890.